Dataset: NCI-60 drug combinations with 297,098 pairs across 59 cell lines. Task: Regression. Given two drug SMILES strings and cell line genomic features, predict the synergy score measuring deviation from expected non-interaction effect. (1) Drug 1: CC(C1=C(C=CC(=C1Cl)F)Cl)OC2=C(N=CC(=C2)C3=CN(N=C3)C4CCNCC4)N. Drug 2: COC1=NC(=NC2=C1N=CN2C3C(C(C(O3)CO)O)O)N. Cell line: RXF 393. Synergy scores: CSS=0.126, Synergy_ZIP=-0.753, Synergy_Bliss=-2.52, Synergy_Loewe=-1.75, Synergy_HSA=-1.85. (2) Synergy scores: CSS=26.0, Synergy_ZIP=0.377, Synergy_Bliss=1.01, Synergy_Loewe=-23.9, Synergy_HSA=-5.16. Drug 1: C1=CC=C(C=C1)NC(=O)CCCCCCC(=O)NO. Cell line: K-562. Drug 2: C1CC(=O)NC(=O)C1N2C(=O)C3=CC=CC=C3C2=O. (3) Drug 1: CC12CCC(CC1=CCC3C2CCC4(C3CC=C4C5=CN=CC=C5)C)O. Drug 2: CS(=O)(=O)C1=CC(=C(C=C1)C(=O)NC2=CC(=C(C=C2)Cl)C3=CC=CC=N3)Cl. Cell line: T-47D. Synergy scores: CSS=17.9, Synergy_ZIP=1.82, Synergy_Bliss=5.25, Synergy_Loewe=2.17, Synergy_HSA=4.86. (4) Drug 1: C1=C(C(=O)NC(=O)N1)N(CCCl)CCCl. Drug 2: C1CC(=O)NC(=O)C1N2C(=O)C3=CC=CC=C3C2=O. Cell line: HCT-15. Synergy scores: CSS=22.5, Synergy_ZIP=1.69, Synergy_Bliss=1.94, Synergy_Loewe=-7.53, Synergy_HSA=1.22. (5) Drug 1: CS(=O)(=O)C1=CC(=C(C=C1)C(=O)NC2=CC(=C(C=C2)Cl)C3=CC=CC=N3)Cl. Drug 2: CC(C)CN1C=NC2=C1C3=CC=CC=C3N=C2N. Cell line: TK-10. Synergy scores: CSS=-2.88, Synergy_ZIP=-0.555, Synergy_Bliss=-3.18, Synergy_Loewe=-4.81, Synergy_HSA=-5.02. (6) Drug 1: CCC1=CC2CC(C3=C(CN(C2)C1)C4=CC=CC=C4N3)(C5=C(C=C6C(=C5)C78CCN9C7C(C=CC9)(C(C(C8N6C)(C(=O)OC)O)OC(=O)C)CC)OC)C(=O)OC.C(C(C(=O)O)O)(C(=O)O)O. Drug 2: COC1=NC(=NC2=C1N=CN2C3C(C(C(O3)CO)O)O)N. Cell line: MOLT-4. Synergy scores: CSS=87.4, Synergy_ZIP=-0.0328, Synergy_Bliss=0.277, Synergy_Loewe=0.603, Synergy_HSA=3.82. (7) Drug 2: C1CCC(C(C1)N)N.C(=O)(C(=O)[O-])[O-].[Pt+4]. Drug 1: CCC1(CC2CC(C3=C(CCN(C2)C1)C4=CC=CC=C4N3)(C5=C(C=C6C(=C5)C78CCN9C7C(C=CC9)(C(C(C8N6C=O)(C(=O)OC)O)OC(=O)C)CC)OC)C(=O)OC)O.OS(=O)(=O)O. Cell line: OVCAR-5. Synergy scores: CSS=26.4, Synergy_ZIP=-10.2, Synergy_Bliss=-0.559, Synergy_Loewe=-1.95, Synergy_HSA=-1.52.